This data is from NCI-60 drug combinations with 297,098 pairs across 59 cell lines. The task is: Regression. Given two drug SMILES strings and cell line genomic features, predict the synergy score measuring deviation from expected non-interaction effect. (1) Drug 1: C1C(C(OC1N2C=NC3=C(N=C(N=C32)Cl)N)CO)O. Drug 2: C1=CN(C=N1)CC(O)(P(=O)(O)O)P(=O)(O)O. Cell line: MDA-MB-231. Synergy scores: CSS=37.3, Synergy_ZIP=0.190, Synergy_Bliss=-0.813, Synergy_Loewe=-14.3, Synergy_HSA=-0.939. (2) Drug 1: CNC(=O)C1=CC=CC=C1SC2=CC3=C(C=C2)C(=NN3)C=CC4=CC=CC=N4. Drug 2: CC1=CC2C(CCC3(C2CCC3(C(=O)C)OC(=O)C)C)C4(C1=CC(=O)CC4)C. Cell line: SNB-75. Synergy scores: CSS=-1.01, Synergy_ZIP=1.77, Synergy_Bliss=0.340, Synergy_Loewe=-6.57, Synergy_HSA=-5.01. (3) Drug 1: C1=C(C(=O)NC(=O)N1)N(CCCl)CCCl. Drug 2: CN(C)C1=NC(=NC(=N1)N(C)C)N(C)C. Cell line: CAKI-1. Synergy scores: CSS=51.7, Synergy_ZIP=-0.162, Synergy_Bliss=-0.826, Synergy_Loewe=-24.1, Synergy_HSA=1.17.